This data is from CYP2C19 inhibition data for predicting drug metabolism from PubChem BioAssay. The task is: Regression/Classification. Given a drug SMILES string, predict its absorption, distribution, metabolism, or excretion properties. Task type varies by dataset: regression for continuous measurements (e.g., permeability, clearance, half-life) or binary classification for categorical outcomes (e.g., BBB penetration, CYP inhibition). Dataset: cyp2c19_veith. (1) The molecule is COc1ccc2[nH]cc(CCNc3ncncc3-c3cccnc3)c2c1. The result is 1 (inhibitor). (2) The drug is CC(C)NC[C@H](O)COc1cccc2ccccc12. The result is 0 (non-inhibitor). (3) The molecule is CC(=O)Nc1ccc(-c2cn3cccnc3n2)cc1. The result is 0 (non-inhibitor). (4) The result is 1 (inhibitor). The compound is S=C1SCN(CCN2CCOCC2)CN1Cc1ccccc1.